This data is from NCI-60 drug combinations with 297,098 pairs across 59 cell lines. The task is: Regression. Given two drug SMILES strings and cell line genomic features, predict the synergy score measuring deviation from expected non-interaction effect. (1) Drug 1: C1=CC(=CC=C1CCCC(=O)O)N(CCCl)CCCl. Drug 2: C1=NC2=C(N1)C(=S)N=CN2. Cell line: UACC62. Synergy scores: CSS=15.5, Synergy_ZIP=-16.2, Synergy_Bliss=-22.7, Synergy_Loewe=-22.3, Synergy_HSA=-19.8. (2) Drug 1: CC12CCC3C(C1CCC2=O)CC(=C)C4=CC(=O)C=CC34C. Drug 2: C1CCC(C(C1)N)N.C(=O)(C(=O)[O-])[O-].[Pt+4]. Cell line: EKVX. Synergy scores: CSS=31.2, Synergy_ZIP=-1.77, Synergy_Bliss=-3.62, Synergy_Loewe=-0.641, Synergy_HSA=-0.874. (3) Drug 1: CC1=C(N=C(N=C1N)C(CC(=O)N)NCC(C(=O)N)N)C(=O)NC(C(C2=CN=CN2)OC3C(C(C(C(O3)CO)O)O)OC4C(C(C(C(O4)CO)O)OC(=O)N)O)C(=O)NC(C)C(C(C)C(=O)NC(C(C)O)C(=O)NCCC5=NC(=CS5)C6=NC(=CS6)C(=O)NCCC[S+](C)C)O. Drug 2: C(CN)CNCCSP(=O)(O)O. Cell line: OVCAR-4. Synergy scores: CSS=11.4, Synergy_ZIP=-1.19, Synergy_Bliss=2.56, Synergy_Loewe=-0.937, Synergy_HSA=2.58. (4) Drug 1: C1C(C(OC1N2C=C(C(=O)NC2=O)F)CO)O. Drug 2: C1CN1C2=NC(=NC(=N2)N3CC3)N4CC4. Cell line: T-47D. Synergy scores: CSS=23.3, Synergy_ZIP=-0.732, Synergy_Bliss=6.59, Synergy_Loewe=5.58, Synergy_HSA=5.70. (5) Drug 1: CC1=C(C=C(C=C1)NC2=NC=CC(=N2)N(C)C3=CC4=NN(C(=C4C=C3)C)C)S(=O)(=O)N.Cl. Drug 2: CC(C)NC(=O)C1=CC=C(C=C1)CNNC.Cl. Cell line: EKVX. Synergy scores: CSS=-4.76, Synergy_ZIP=0.701, Synergy_Bliss=-2.52, Synergy_Loewe=-2.54, Synergy_HSA=-4.05.